From a dataset of Full USPTO retrosynthesis dataset with 1.9M reactions from patents (1976-2016). Predict the reactants needed to synthesize the given product. Given the product [NH2:33][C:29]1[N:28]=[C:27]([NH:34][C:15]2[CH:14]=[CH:37][C:18]([NH:13][C:8](=[O:9])[C:7]3[CH:11]=[CH:12][C:4]([N+:1]([O-:3])=[O:2])=[CH:5][CH:6]=3)=[CH:17][CH:16]=2)[CH:26]=[C:31]([CH3:32])[N:30]=1, predict the reactants needed to synthesize it. The reactants are: [N+:1]([C:4]1[CH:12]=[CH:11][C:7]([C:8](Cl)=[O:9])=[CH:6][CH:5]=1)([O-:3])=[O:2].[N:13]1[CH:18]=[CH:17][CH:16]=[CH:15][CH:14]=1.NC1C=CC([C:26]2[C:27]([NH2:34])=[N:28][C:29]([NH2:33])=[N:30][C:31]=2[CH3:32])=CC=1.N.O1CCOC[CH2:37]1.